The task is: Predict the reaction yield, written as a fraction of the theoretical maximum amount of product (1.0 means a 100% yield; for example, 0.34 means a 34% yield).. This data is from Reaction yield outcomes from USPTO patents with 853,638 reactions. (1) The reactants are C([O:4][C:5]1[CH:10]=[CH:9][C:8]([O:11][C:12]2[CH:17]=[CH:16][C:15]([CH2:18][CH3:19])=[CH:14][C:13]=2[O:20][CH2:21][C:22]2[CH:27]=[CH:26][CH:25]=[CH:24][CH:23]=2)=[C:7]([F:28])[CH:6]=1)(=O)C.O.[OH-].[K+]. The catalyst is CO. The product is [CH2:21]([O:20][C:13]1[CH:14]=[C:15]([CH2:18][CH3:19])[CH:16]=[CH:17][C:12]=1[O:11][C:8]1[CH:9]=[CH:10][C:5]([OH:4])=[CH:6][C:7]=1[F:28])[C:22]1[CH:23]=[CH:24][CH:25]=[CH:26][CH:27]=1. The yield is 0.440. (2) The reactants are [Br:1][C:2]1[CH:7]=[CH:6][C:5]([CH:8]([C:11](=[O:18])[C:12]2[CH:17]=[CH:16][N:15]=[CH:14][CH:13]=2)C#N)=[CH:4][CH:3]=1.C([O-])([O-])=O.[K+].[K+]. The catalyst is Br. The product is [Br:1][C:2]1[CH:7]=[CH:6][C:5]([CH2:8][C:11]([C:12]2[CH:17]=[CH:16][N:15]=[CH:14][CH:13]=2)=[O:18])=[CH:4][CH:3]=1. The yield is 0.438. (3) The reactants are [CH2:1]([NH:4][C@@H:5]([CH2:9][OH:10])[CH2:6][CH2:7][CH3:8])[CH2:2][CH3:3].CN1CCOCC1.[S:18](Cl)(Cl)=[O:19].O. The catalyst is ClCCl. The product is [CH2:1]([N:4]1[CH:5]([CH2:6][CH2:7][CH3:8])[CH2:9][O:10][S@:18]1=[O:19])[CH2:2][CH3:3]. The yield is 0.810. (4) The reactants are [CH3:1][O:2][C:3]([CH3:27])([CH3:26])[C:4]#[C:5][C:6]1[CH:7]=[C:8]2[C:19]3([CH2:23][O:22][C:21]([NH2:24])=[N:20]3)[C:18]3[C:13](=[N:14][CH:15]=[C:16](Br)[CH:17]=3)[O:12][C:9]2=[CH:10][CH:11]=1.[N:28]1[CH:33]=[CH:32][CH:31]=[C:30](B(O)O)[CH:29]=1.C1COCC1.C(=O)([O-])[O-].[K+].[K+]. The catalyst is C1C=CC([P]([Pd]([P](C2C=CC=CC=2)(C2C=CC=CC=2)C2C=CC=CC=2)([P](C2C=CC=CC=2)(C2C=CC=CC=2)C2C=CC=CC=2)[P](C2C=CC=CC=2)(C2C=CC=CC=2)C2C=CC=CC=2)(C2C=CC=CC=2)C2C=CC=CC=2)=CC=1. The product is [CH3:1][O:2][C:3]([CH3:27])([CH3:26])[C:4]#[C:5][C:6]1[CH:7]=[C:8]2[C:19]3([CH2:23][O:22][C:21]([NH2:24])=[N:20]3)[C:18]3[C:13](=[N:14][CH:15]=[C:16]([C:30]4[CH:29]=[N:28][CH:33]=[CH:32][CH:31]=4)[CH:17]=3)[O:12][C:9]2=[CH:10][CH:11]=1. The yield is 0.790. (5) The reactants are C([O:8][C:9]1[CH:18]=[C:17]2[C:12]([C:13]([O:19][C:20]3[CH:25]=[CH:24][C:23]([N+:26]([O-])=O)=[CH:22][C:21]=3[F:29])=[CH:14][CH:15]=[N:16]2)=[CH:11][CH:10]=1)C1C=CC=CC=1.C([O-])=O.[NH4+]. The catalyst is [Pd].CCO.O. The product is [NH2:26][C:23]1[CH:24]=[CH:25][C:20]([O:19][C:13]2[C:12]3[C:17](=[CH:18][C:9]([OH:8])=[CH:10][CH:11]=3)[N:16]=[CH:15][CH:14]=2)=[C:21]([F:29])[CH:22]=1. The yield is 0.920. (6) The reactants are [Cl:1][C:2]1[CH:7]=[CH:6][C:5]([O:8][C:9]2[CH:16]=[CH:15][C:14]([CH:17]=[CH2:18])=[CH:13][C:10]=2[C:11]#[N:12])=[CH:4][C:3]=1[C:19]([F:22])([F:21])[F:20].B1C2CCCC1CCC2.[OH2:32].[OH-].[Na+].OO. The catalyst is C1COCC1. The yield is 0.474. The product is [Cl:1][C:2]1[CH:7]=[CH:6][C:5]([O:8][C:9]2[CH:16]=[CH:15][C:14]([CH2:17][CH2:18][OH:32])=[CH:13][C:10]=2[C:11]#[N:12])=[CH:4][C:3]=1[C:19]([F:20])([F:21])[F:22]. (7) The reactants are Cl[C:2]1[C:11]2[C:6](=[CH:7][CH:8]=[C:9]([F:12])[CH:10]=2)[N:5]=[C:4]([C:13]([C:15]2[CH:20]=[CH:19][C:18]([F:21])=[CH:17][CH:16]=2)=[O:14])[N:3]=1.[CH3:22][C:23]1[NH:27][N:26]=[C:25]([NH2:28])[CH:24]=1. No catalyst specified. The product is [F:12][C:9]1[CH:10]=[C:11]2[C:6](=[CH:7][CH:8]=1)[N:5]=[C:4]([C:13]([C:15]1[CH:20]=[CH:19][C:18]([F:21])=[CH:17][CH:16]=1)=[O:14])[N:3]=[C:2]2[NH:28][C:25]1[CH:24]=[C:23]([CH3:22])[NH:27][N:26]=1. The yield is 0.850.